This data is from Forward reaction prediction with 1.9M reactions from USPTO patents (1976-2016). The task is: Predict the product of the given reaction. Given the reactants Br[C:2]1[CH:3]=[N:4][CH:5]=[C:6]2[C:11]=1[N:10]=[C:9]([C:12]([NH:14][CH2:15][CH2:16][CH2:17][CH2:18][CH2:19][CH3:20])=[O:13])[CH:8]=[CH:7]2.[Cl:21][C:22]1[CH:27]=[CH:26][C:25](B(O)O)=[CH:24][CH:23]=1, predict the reaction product. The product is: [Cl:21][C:22]1[CH:27]=[CH:26][C:25]([C:2]2[CH:3]=[N:4][CH:5]=[C:6]3[C:11]=2[N:10]=[C:9]([C:12]([NH:14][CH2:15][CH2:16][CH2:17][CH2:18][CH2:19][CH3:20])=[O:13])[CH:8]=[CH:7]3)=[CH:24][CH:23]=1.